This data is from Full USPTO retrosynthesis dataset with 1.9M reactions from patents (1976-2016). The task is: Predict the reactants needed to synthesize the given product. Given the product [N:1]([C:4]1[CH:9]=[CH:8][C:7]([C:10]2[N:11]=[C:12]([NH2:15])[S:13][C:14]=2[Cl:16])=[CH:6][CH:5]=1)=[N+:2]=[N-:3], predict the reactants needed to synthesize it. The reactants are: [N:1]([C:4]1[CH:9]=[CH:8][C:7]([C:10]2[N:11]=[C:12]([NH2:15])[S:13][CH:14]=2)=[CH:6][CH:5]=1)=[N+:2]=[N-:3].[Cl:16]N1C(=O)CCC1=O.O.